Dataset: Reaction yield outcomes from USPTO patents with 853,638 reactions. Task: Predict the reaction yield, written as a fraction of the theoretical maximum amount of product (1.0 means a 100% yield; for example, 0.34 means a 34% yield). (1) The reactants are CO[C:3](=[O:23])[C:4]([NH:6][C:7]1[CH:8]=[CH:9][C:10]([N:13]2[CH2:18][CH2:17][CH:16]([C:19]([O:21][CH3:22])=[O:20])[CH2:15][CH2:14]2)=[N:11][CH:12]=1)=[O:5].O.[NH2:25][NH2:26]. The catalyst is C(O)C. The product is [NH:25]([C:3](=[O:23])[C:4]([NH:6][C:7]1[CH:8]=[CH:9][C:10]([N:13]2[CH2:14][CH2:15][CH:16]([C:19]([O:21][CH3:22])=[O:20])[CH2:17][CH2:18]2)=[N:11][CH:12]=1)=[O:5])[NH2:26]. The yield is 0.800. (2) The reactants are [C:1]([O:4][CH2:5][C:6]([CH3:53])([CH3:52])[CH2:7][N:8]1[C:14]2[CH:15]=[CH:16][C:17]([Cl:19])=[CH:18][C:13]=2[C@@H:12]([C:20]2[CH:25]=[CH:24][CH:23]=[C:22]([O:26][CH3:27])[C:21]=2[O:28][CH3:29])[O:11][C@H:10]([CH2:30][C:31]([NH:33][C:34]2[CH:49]=[CH:48][C:37]([C:38]([O:40]CC3C=CC=CC=3)=[O:39])=[CH:36][C:35]=2[CH3:50])=[O:32])[C:9]1=[O:51])(=[O:3])[CH3:2]. The catalyst is C(OCC)(=O)C.[C].[Pd]. The product is [C:1]([O:4][CH2:5][C:6]([CH3:53])([CH3:52])[CH2:7][N:8]1[C:14]2[CH:15]=[CH:16][C:17]([Cl:19])=[CH:18][C:13]=2[C@@H:12]([C:20]2[CH:25]=[CH:24][CH:23]=[C:22]([O:26][CH3:27])[C:21]=2[O:28][CH3:29])[O:11][C@H:10]([CH2:30][C:31]([NH:33][C:34]2[CH:49]=[CH:48][C:37]([C:38]([OH:40])=[O:39])=[CH:36][C:35]=2[CH3:50])=[O:32])[C:9]1=[O:51])(=[O:3])[CH3:2]. The yield is 0.980. (3) The product is [CH2:1]([C:5]1[N:6]=[C:7]([CH2:27][OH:28])[NH:8][C:9](=[O:26])[C:10]=1[CH2:11][C:12]1[CH:17]=[CH:16][C:15]([C:18]2[C:19]([C:24]#[N:25])=[CH:20][CH:21]=[CH:22][CH:23]=2)=[CH:14][CH:13]=1)[CH2:2][CH2:3][CH3:4]. The reactants are [CH2:1]([C:5]1[N:6]=[C:7]([CH2:27][O:28]C)[NH:8][C:9](=[O:26])[C:10]=1[CH2:11][C:12]1[CH:17]=[CH:16][C:15]([C:18]2[C:19]([C:24]#[N:25])=[CH:20][CH:21]=[CH:22][CH:23]=2)=[CH:14][CH:13]=1)[CH2:2][CH2:3][CH3:4].ClCCl.B(Br)(Br)Br.O. The yield is 0.860. The catalyst is ClCCl. (4) The reactants are [AlH4-].[Li+].C[C:4]1[CH:12]=[CH:11][C:7]([C:8](O)=[O:9])=[CH:6][C:5]=1[B:13]1[O:17][C:16]([CH3:19])([CH3:18])[C:15]([CH3:21])([CH3:20])[O:14]1. The catalyst is O1CCCC1. The product is [CH3:18][C:16]1([CH3:19])[C:15]([CH3:20])([CH3:21])[O:14][B:13]([C:5]2[CH:6]=[C:7]([CH2:8][OH:9])[CH:11]=[CH:12][CH:4]=2)[O:17]1. The yield is 0.610. (5) The yield is 0.630. The reactants are [C:1]([C:3]1[CH:4]=[C:5]([C:13]2[S:14][C:15]([C:18]3[CH:26]=[CH:25][CH:24]=[C:23]4[C:19]=3[CH2:20][CH2:21][C@H:22]4[NH:27][CH2:28][C:29]([O:31]C)=[O:30])=[CH:16][N:17]=2)[CH:6]=[CH:7][C:8]=1[O:9][CH:10]([CH3:12])[CH3:11])#[N:2].[OH-].[Na+]. The catalyst is C(O)C. The product is [C:1]([C:3]1[CH:4]=[C:5]([C:13]2[S:14][C:15]([C:18]3[CH:26]=[CH:25][CH:24]=[C:23]4[C:19]=3[CH2:20][CH2:21][C@H:22]4[NH:27][CH2:28][C:29]([OH:31])=[O:30])=[CH:16][N:17]=2)[CH:6]=[CH:7][C:8]=1[O:9][CH:10]([CH3:12])[CH3:11])#[N:2]. (6) The reactants are [F:1][C:2]1[CH:18]=[C:17]([N+:19]([O-])=O)[CH:16]=[CH:15][C:3]=1[O:4][C:5]1[C:10]2=[C:11]([CH3:14])[CH:12]=[CH:13][N:9]2[N:8]=[CH:7][N:6]=1.[Cl-].[NH4+:23].[CH3:24][OH:25]. The catalyst is O1CCCC1.[Zn]. The product is [F:1][C:2]1[CH:18]=[C:17]([NH:19][C:24]([C:10]2[C:5](=[O:4])[N:23]([C:16]3[CH:17]=[CH:18][C:2]([F:1])=[CH:3][CH:15]=3)[CH:13]=[CH:12][CH:11]=2)=[O:25])[CH:16]=[CH:15][C:3]=1[O:4][C:5]1[C:10]2=[C:11]([CH3:14])[CH:12]=[CH:13][N:9]2[N:8]=[CH:7][N:6]=1. The yield is 0.920. (7) The reactants are [CH:1]1([N:7]2[C:12](=[O:13])[CH2:11][C:10](=[O:14])[N:9]([CH:15]3[CH2:20][CH2:19][CH2:18][CH2:17][CH2:16]3)[C:8]2=[O:21])[CH2:6][CH2:5][CH2:4][CH2:3][CH2:2]1.C(N(C(C)C)CC)(C)C.[N:31]([CH2:34][C:35]([O:37]CC)=[O:36])=[C:32]=[S:33]. The catalyst is C(Cl)(Cl)Cl. The product is [CH:1]1([N:7]2[C:12]([OH:13])=[C:11]([C:32]([NH:31][CH2:34][C:35]([OH:37])=[O:36])=[S:33])[C:10](=[O:14])[N:9]([CH:15]3[CH2:16][CH2:17][CH2:18][CH2:19][CH2:20]3)[C:8]2=[O:21])[CH2:2][CH2:3][CH2:4][CH2:5][CH2:6]1. The yield is 0.150. (8) The reactants are [Br:1][C:2]1[N:3]=[C:4]([C:8](=[O:13])C(Cl)(Cl)Cl)[N:5]([CH3:7])[CH:6]=1.[CH3:14][O-:15].[Na+]. The catalyst is CO. The product is [CH3:14][O:15][C:8]([C:4]1[N:5]([CH3:7])[CH:6]=[C:2]([Br:1])[N:3]=1)=[O:13]. The yield is 0.680. (9) The reactants are P(Cl)(Cl)(Cl)=O.[Cl:6][C:7]1[N:12]=[C:11]([N:13]([CH3:18])[CH:14]([CH3:17])[CH2:15][CH3:16])[CH:10]=[N:9][CH:8]=1.O.CN([CH:23]=[O:24])C. No catalyst specified. The product is [Cl:6][C:7]1[C:8]([CH:23]=[O:24])=[N:9][CH:10]=[C:11]([N:13]([CH3:18])[CH:14]([CH3:17])[CH2:15][CH3:16])[N:12]=1. The yield is 0.880.